This data is from Peptide-MHC class II binding affinity with 134,281 pairs from IEDB. The task is: Regression. Given a peptide amino acid sequence and an MHC pseudo amino acid sequence, predict their binding affinity value. This is MHC class II binding data. (1) The peptide sequence is QQLLFIHFRIGCRHSRIG. The MHC is HLA-DPA10103-DPB10402 with pseudo-sequence HLA-DPA10103-DPB10402. The binding affinity (normalized) is 0. (2) The peptide sequence is AQGKAFYEAVAKAHQ. The binding affinity (normalized) is 0.849. The MHC is DRB1_0802 with pseudo-sequence DRB1_0802. (3) The peptide sequence is KLCPNNLCCSQWGWC. The MHC is DRB3_0202 with pseudo-sequence DRB3_0202. The binding affinity (normalized) is 0.0343. (4) The peptide sequence is ALVGAALHPFALLLV. The MHC is HLA-DQA10201-DQB10301 with pseudo-sequence HLA-DQA10201-DQB10301. The binding affinity (normalized) is 0.808.